Dataset: Forward reaction prediction with 1.9M reactions from USPTO patents (1976-2016). Task: Predict the product of the given reaction. Given the reactants [OH:1][C:2]1([CH:8]([C:12]2[CH:17]=[CH:16][CH:15]=[C:14]([O:18][C:19]([F:22])([F:21])[F:20])[CH:13]=2)[C:9]([OH:11])=[O:10])[CH2:7][CH2:6][CH2:5][CH2:4][CH2:3]1, predict the reaction product. The product is: [OH:1][C:2]1([C@@H:8]([C:12]2[CH:17]=[CH:16][CH:15]=[C:14]([O:18][C:19]([F:20])([F:21])[F:22])[CH:13]=2)[C:9]([OH:11])=[O:10])[CH2:7][CH2:6][CH2:5][CH2:4][CH2:3]1.